Dataset: Reaction yield outcomes from USPTO patents with 853,638 reactions. Task: Predict the reaction yield, written as a fraction of the theoretical maximum amount of product (1.0 means a 100% yield; for example, 0.34 means a 34% yield). (1) The reactants are CCN(C(C)C)C(C)C.[CH3:10][C:11]([O:14][C:15]([NH:17][C@H:18]([C:27]([OH:29])=O)[CH2:19][CH2:20][C:21]1[CH:26]=[CH:25][CH:24]=[CH:23][CH:22]=1)=[O:16])([CH3:13])[CH3:12].[NH2:30][C@H:31]([C:36]([O:38][CH2:39][C:40]1[CH:45]=[CH:44][CH:43]=[CH:42][CH:41]=1)=[O:37])[CH2:32][CH:33]([CH3:35])[CH3:34].CC1C=CC(S(O)(=O)=O)=CC=1.CN(C(ON1N=NC2C=CC=NC1=2)=[N+](C)C)C.F[P-](F)(F)(F)(F)F.Cl. The catalyst is C(Cl)Cl. The product is [C:11]([O:14][C:15]([NH:17][C@@H:18]([CH2:19][CH2:20][C:21]1[CH:22]=[CH:23][CH:24]=[CH:25][CH:26]=1)[C:27]([NH:30][C@@H:31]([CH2:32][CH:33]([CH3:35])[CH3:34])[C:36]([O:38][CH2:39][C:40]1[CH:45]=[CH:44][CH:43]=[CH:42][CH:41]=1)=[O:37])=[O:29])=[O:16])([CH3:10])([CH3:12])[CH3:13]. The yield is 1.00. (2) The reactants are C[O:2][C:3](=[O:27])[C@@H:4]([O:22]C(=O)CCl)[C@H:5]([NH:14][C:15]([O:17][C:18]([CH3:21])([CH3:20])[CH3:19])=[O:16])[CH2:6][C:7]1[CH:12]=[CH:11][CH:10]=[C:9]([F:13])[CH:8]=1.[OH-].[Na+].CO. The catalyst is O1CCOCC1. The product is [C:18]([O:17][C:15]([NH:14][C@H:5]([CH2:6][C:7]1[CH:12]=[CH:11][CH:10]=[C:9]([F:13])[CH:8]=1)[C@H:4]([OH:22])[C:3]([OH:27])=[O:2])=[O:16])([CH3:21])([CH3:19])[CH3:20]. The yield is 0.940. (3) The reactants are [C:1]([C:4]1[C:22](=[O:23])[C@@:8]2([CH3:24])[C:9]3[C:15]([OH:16])=[CH:14][C:13]([O:17][CH3:18])=[C:12]([C:19]([NH2:21])=[O:20])[C:10]=3[O:11][C:7]2=[CH:6][C:5]=1[OH:25])(=[O:3])[CH3:2].[F:26][C:27]1[CH:34]=[CH:33][CH:32]=[C:31]([F:35])[C:28]=1[CH:29]=O.C([SiH](CC)CC)C.FC(F)(F)C(O)=O. The catalyst is C1(C)C=CC=CC=1. The product is [C:1]([C:4]1[C:22](=[O:23])[C@@:8]2([CH3:24])[C:9]3[C:15]([OH:16])=[CH:14][C:13]([O:17][CH3:18])=[C:12]([C:19]([NH:21][CH2:29][C:28]4[C:27]([F:26])=[CH:34][CH:33]=[CH:32][C:31]=4[F:35])=[O:20])[C:10]=3[O:11][C:7]2=[CH:6][C:5]=1[OH:25])(=[O:3])[CH3:2]. The yield is 0.580. (4) The reactants are [CH2:1]([O:8][C:9](=[O:18])[CH:10]=[C:11]1[CH2:14][CH:13]([C:15]([OH:17])=O)[CH2:12]1)[C:2]1[CH:7]=[CH:6][CH:5]=[CH:4][CH:3]=1.CN1CCOCC1.ClC(OCC(C)C)=O.Cl.[CH3:35][O:36][NH:37][CH3:38]. The catalyst is C(Cl)Cl. The product is [CH3:35][O:36][N:37]([CH3:38])[C:15]([CH:13]1[CH2:12][C:11](=[CH:10][C:9]([O:8][CH2:1][C:2]2[CH:3]=[CH:4][CH:5]=[CH:6][CH:7]=2)=[O:18])[CH2:14]1)=[O:17]. The yield is 0.650. (5) The reactants are C(=O)([O-])[O-].[K+].[K+].[Si:7]([O:14][C@@H:15]1[N:21]([C:22]([O:24][CH2:25][C:26]2[CH:31]=[CH:30][C:29]([NH:32][C:33](=[O:50])[C@@H:34]([NH:36][C:37](=[O:49])[C@@H:38]([NH:42][C:43]([O:45][CH2:46][CH:47]=[CH2:48])=[O:44])[CH:39]([CH3:41])[CH3:40])[CH3:35])=[CH:28][CH:27]=2)=[O:23])[C:20]2[CH:51]=[C:52]([OH:57])[C:53]([O:55][CH3:56])=[CH:54][C:19]=2[C:18](=[O:58])[N:17]2[CH:59]=[C:60](/[CH:62]=[CH:63]/[CH3:64])[CH2:61][C@@H:16]12)([C:10]([CH3:13])([CH3:12])[CH3:11])([CH3:9])[CH3:8].[Si:65]([O:72][C@@H:73]1[N:79]([C:80]([O:82][CH2:83][CH:84]=[CH2:85])=[O:81])[C:78]2[CH:86]=[C:87]([O:92][CH2:93][CH2:94][CH2:95]I)[C:88]([O:90][CH3:91])=[CH:89][C:77]=2[C:76](=[O:97])[N:75]2[CH:98]=[C:99](/[CH:101]=[CH:102]/[CH3:103])[CH2:100][C@@H:74]12)([C:68]([CH3:71])([CH3:70])[CH3:69])([CH3:67])[CH3:66]. The catalyst is CC(C)=O. The product is [CH2:46]([O:45][C:43]([NH:42][C@H:38]([CH:39]([CH3:41])[CH3:40])[C:37]([NH:36][C@H:34]([CH3:35])[C:33]([NH:32][C:29]1[CH:28]=[CH:27][C:26]([CH2:25][O:24][C:22]([N:21]2[C:20]3[CH:51]=[C:52]([O:57][CH2:95][CH2:94][CH2:93][O:92][C:87]4[C:88]([O:90][CH3:91])=[CH:89][C:77]5[C:76](=[O:97])[N:75]6[CH:98]=[C:99](/[CH:101]=[CH:102]/[CH3:103])[CH2:100][C@H:74]6[C@H:73]([O:72][Si:65]([C:68]([CH3:71])([CH3:69])[CH3:70])([CH3:67])[CH3:66])[N:79]([C:80]([O:82][CH2:83][CH:84]=[CH2:85])=[O:81])[C:78]=5[CH:86]=4)[C:53]([O:55][CH3:56])=[CH:54][C:19]=3[C:18](=[O:58])[N:17]3[CH:59]=[C:60](/[CH:62]=[CH:63]/[CH3:64])[CH2:61][C@H:16]3[C@@H:15]2[O:14][Si:7]([C:10]([CH3:11])([CH3:12])[CH3:13])([CH3:8])[CH3:9])=[O:23])=[CH:31][CH:30]=1)=[O:50])=[O:49])=[O:44])[CH:47]=[CH2:48]. The yield is 0.350.